From a dataset of Forward reaction prediction with 1.9M reactions from USPTO patents (1976-2016). Predict the product of the given reaction. Given the reactants [NH2:1][C:2]1[N:6]([CH3:7])[C:5](=[O:8])[C:4]([C:15]2[CH:16]=[C:17]([C:22]3[CH:27]=[CH:26][CH:25]=[C:24]([O:28][CH3:29])[CH:23]=3)[C:18]([OH:21])=[CH:19][CH:20]=2)([C:9]2[CH:14]=[CH:13][CH:12]=[CH:11][CH:10]=2)[N:3]=1.C1C=CC(N([S:37]([C:40]([F:43])([F:42])[F:41])(=[O:39])=[O:38])[S:37]([C:40]([F:43])([F:42])[F:41])(=[O:39])=[O:38])=CC=1.C(=O)([O-])[O-].[K+].[K+].O1CCCC1, predict the reaction product. The product is: [F:41][C:40]([F:43])([F:42])[S:37]([O:21][C:18]1[CH:19]=[CH:20][C:15]([C:4]2([C:9]3[CH:10]=[CH:11][CH:12]=[CH:13][CH:14]=3)[C:5](=[O:8])[N:6]([CH3:7])[C:2]([NH2:1])=[N:3]2)=[CH:16][C:17]=1[C:22]1[CH:27]=[CH:26][CH:25]=[C:24]([O:28][CH3:29])[CH:23]=1)(=[O:39])=[O:38].